This data is from Forward reaction prediction with 1.9M reactions from USPTO patents (1976-2016). The task is: Predict the product of the given reaction. (1) Given the reactants [CH3:1][N:2]([N:4]=[N:5][C:6]1[C:14]2[C:9](=[N:10][CH:11]=[CH:12][CH:13]=2)[Se:8][C:7]=1[C:15]([O:17]CC)=[O:16])[CH3:3].[OH-].[Na+].Cl, predict the reaction product. The product is: [CH3:3][N:2]([N:4]=[N:5][C:6]1[C:14]2[C:9](=[N:10][CH:11]=[CH:12][CH:13]=2)[Se:8][C:7]=1[C:15]([OH:17])=[O:16])[CH3:1]. (2) Given the reactants [N:1]1[CH:6]=[CH:5][CH:4]=[C:3]2[CH2:7][CH2:8][CH2:9][C:2]=12.[OH:10]O, predict the reaction product. The product is: [N+:1]1([O-:10])[CH:6]=[CH:5][CH:4]=[C:3]2[CH2:7][CH2:8][CH2:9][C:2]=12. (3) The product is: [F:1][C:2]1[CH:3]=[C:4]([N:37]2[C:42](=[O:43])[C:41]3[S:44][C:45]4[CH2:50][CH2:49][CH2:48][CH2:47][C:46]=4[C:40]=3[CH:39]=[N:38]2)[C:5]([CH2:32][OH:33])=[C:6]([C:8]2[CH:9]=[C:10]([NH:16][C:17]3[N:22]=[C:21]([O:23][CH2:24][CH2:25][NH:26][C:27](=[O:31])[C:28]#[C:29][CH3:30])[CH:20]=[CH:19][CH:18]=3)[C:11](=[O:15])[N:12]([CH3:14])[CH:13]=2)[CH:7]=1. Given the reactants [F:1][C:2]1[CH:3]=[C:4]([N:37]2[C:42](=[O:43])[C:41]3[S:44][C:45]4[CH2:50][CH2:49][CH2:48][CH2:47][C:46]=4[C:40]=3[CH:39]=[N:38]2)[C:5]([CH2:32][O:33]C(=O)C)=[C:6]([C:8]2[CH:9]=[C:10]([NH:16][C:17]3[N:22]=[C:21]([O:23][CH2:24][CH2:25][NH:26][C:27](=[O:31])[C:28]#[C:29][CH3:30])[CH:20]=[CH:19][CH:18]=3)[C:11](=[O:15])[N:12]([CH3:14])[CH:13]=2)[CH:7]=1.O[Li].O, predict the reaction product. (4) Given the reactants C(OC([NH:8][CH2:9][C@H:10]1[CH2:15][CH2:14][C@H:13]([C:16]([NH:18][C@H:19]([C:50](=[O:62])[NH:51][C:52]2[CH:60]=[C:59]3[C:55]([C:56](=[O:61])[NH:57][NH:58]3)=[CH:54][CH:53]=2)[CH2:20][C:21]2[CH:26]=[CH:25][C:24]([C:27]3[CH:32]=[CH:31][C:30]([C:33]([NH:35][CH:36]4[CH2:41][CH2:40][N:39](C(OC(C)(C)C)=O)[CH2:38][CH2:37]4)=[O:34])=[CH:29][C:28]=3[CH3:49])=[CH:23][CH:22]=2)=[O:17])[CH2:12][CH2:11]1)=O)(C)(C)C.[ClH:63], predict the reaction product. The product is: [ClH:63].[NH2:8][CH2:9][C@H:10]1[CH2:15][CH2:14][C@H:13]([C:16]([NH:18][C@H:19]([C:50](=[O:62])[NH:51][C:52]2[CH:60]=[C:59]3[C:55]([C:56](=[O:61])[NH:57][NH:58]3)=[CH:54][CH:53]=2)[CH2:20][C:21]2[CH:26]=[CH:25][C:24]([C:27]3[CH:32]=[CH:31][C:30]([C:33]([NH:35][CH:36]4[CH2:37][CH2:38][NH:39][CH2:40][CH2:41]4)=[O:34])=[CH:29][C:28]=3[CH3:49])=[CH:23][CH:22]=2)=[O:17])[CH2:12][CH2:11]1. (5) Given the reactants [CH2:1]([O:8][CH2:9][C:10]([C:12]1[N:13]=[CH:14][C:15]([NH2:18])=[N:16][CH:17]=1)=[CH2:11])[C:2]1[CH:7]=[CH:6][CH:5]=[CH:4][CH:3]=1, predict the reaction product. The product is: [CH2:1]([O:8][CH2:9][CH:10]([C:12]1[N:13]=[CH:14][C:15]([NH2:18])=[N:16][CH:17]=1)[CH3:11])[C:2]1[CH:3]=[CH:4][CH:5]=[CH:6][CH:7]=1. (6) Given the reactants [CH:1]([C:4]1[CH:5]=[C:6]([C:12]([OH:14])=O)[S:7][C:8]=1[CH:9]([CH3:11])[CH3:10])([CH3:3])[CH3:2].[NH2:15][C:16]1[CH:17]=[CH:18][C:19]([C:22]([O:24][CH3:25])=[O:23])=[N:20][CH:21]=1, predict the reaction product. The product is: [CH:1]([C:4]1[CH:5]=[C:6]([C:12]([NH:15][C:16]2[CH:17]=[CH:18][C:19]([C:22]([O:24][CH3:25])=[O:23])=[N:20][CH:21]=2)=[O:14])[S:7][C:8]=1[CH:9]([CH3:10])[CH3:11])([CH3:2])[CH3:3]. (7) Given the reactants [CH3:1][C:2]1[CH:13]=[C:12]([O:14][CH2:15]/[CH:16]=[C:17](/[C:33]2[CH:42]=[CH:41][C:36]3[O:37][C:38]([CH3:40])=[CH:39][C:35]=3[CH:34]=2)\[C:18]2[CH:23]=[CH:22][C:21]([C:24]#[C:25][CH2:26][N:27]3[CH2:32][CH2:31][O:30][CH2:29][CH2:28]3)=[CH:20][CH:19]=2)[CH:11]=[CH:10][C:3]=1[O:4][CH2:5][C:6]([O:8]C)=[O:7].O.[OH-].[Li+], predict the reaction product. The product is: [CH3:1][C:2]1[CH:13]=[C:12]([O:14][CH2:15]/[CH:16]=[C:17](/[C:33]2[CH:42]=[CH:41][C:36]3[O:37][C:38]([CH3:40])=[CH:39][C:35]=3[CH:34]=2)\[C:18]2[CH:19]=[CH:20][C:21]([C:24]#[C:25][CH2:26][N:27]3[CH2:32][CH2:31][O:30][CH2:29][CH2:28]3)=[CH:22][CH:23]=2)[CH:11]=[CH:10][C:3]=1[O:4][CH2:5][C:6]([OH:8])=[O:7]. (8) Given the reactants [F:1][C:2]1[CH:7]=[CH:6][C:5]([N:8]2[C:16]3[C:11](=[CH:12][C:13]([CH:17]([C:24]4[CH:29]=[CH:28][CH:27]=[CH:26][CH:25]=4)[CH:18]([CH2:22][CH3:23])[C:19]([OH:21])=O)=[CH:14][CH:15]=3)[CH:10]=[N:9]2)=[CH:4][CH:3]=1.[S:30]1[CH:34]=[N:33][N:32]=[C:31]1[NH2:35], predict the reaction product. The product is: [F:1][C:2]1[CH:3]=[CH:4][C:5]([N:8]2[C:16]3[C:11](=[CH:12][C:13]([CH:17]([C:24]4[CH:25]=[CH:26][CH:27]=[CH:28][CH:29]=4)[CH:18]([CH2:22][CH3:23])[C:19]([NH:35][C:31]4[S:30][CH:34]=[N:33][N:32]=4)=[O:21])=[CH:14][CH:15]=3)[CH:10]=[N:9]2)=[CH:6][CH:7]=1. (9) Given the reactants ClC1C=C(C=C(Cl)C=1)C(NN)=O.[Cl:13][C:14]1[CH:15]=[C:16]([CH:25]=[C:26]([Cl:28])[CH:27]=1)[C:17]([NH:19][NH:20][C:21](=[O:24])[CH2:22][Cl:23])=O.C([O-])([O-])=O.[K+].[K+], predict the reaction product. The product is: [Cl:23][CH2:22][C:21]1[O:24][C:17]([C:16]2[CH:15]=[C:14]([Cl:13])[CH:27]=[C:26]([Cl:28])[CH:25]=2)=[N:19][N:20]=1.